This data is from Reaction yield outcomes from USPTO patents with 853,638 reactions. The task is: Predict the reaction yield, written as a fraction of the theoretical maximum amount of product (1.0 means a 100% yield; for example, 0.34 means a 34% yield). (1) The reactants are [F:1][C:2]1[C:3]([C:20]2[N:24]([CH:25]([CH3:27])[CH3:26])[C:23]([CH3:28])=[N:22][CH:21]=2)=[N:4][C:5]([NH:8][C:9]2[CH:14]=[CH:13][C:12]([N:15]3[CH2:18][CH:17]([OH:19])[CH2:16]3)=[CH:11][CH:10]=2)=[N:6][CH:7]=1.C(N(CC)CC)C.[S:36](Cl)([CH3:39])(=[O:38])=[O:37]. The catalyst is C(Cl)Cl. The product is [CH3:39][S:36]([O:19][CH:17]1[CH2:16][N:15]([C:12]2[CH:13]=[CH:14][C:9]([NH:8][C:5]3[N:4]=[C:3]([C:20]4[N:24]([CH:25]([CH3:26])[CH3:27])[C:23]([CH3:28])=[N:22][CH:21]=4)[C:2]([F:1])=[CH:7][N:6]=3)=[CH:10][CH:11]=2)[CH2:18]1)(=[O:38])=[O:37]. The yield is 0.820. (2) The reactants are Cl.[Cl:2][C:3]1[CH:4]=[C:5]2[C:9](=[CH:10][CH:11]=1)[NH:8][CH:7]=[C:6]2[CH2:12][CH2:13][NH2:14].[F:15][C:16]1[CH:17]=[C:18]([N:23]2[CH2:27][CH2:26][CH:25]([C:28](O)=[O:29])[C:24]2=[O:31])[CH:19]=[CH:20][C:21]=1[F:22].CN(C(ON1N=NC2C=CC=NC1=2)=[N+](C)C)C.F[P-](F)(F)(F)(F)F.C(N(CC)C(C)C)(C)C. The catalyst is CN(C=O)C. The product is [Cl:2][C:3]1[CH:4]=[C:5]2[C:9](=[CH:10][CH:11]=1)[NH:8][CH:7]=[C:6]2[CH2:12][CH2:13][NH:14][C:28]([CH:25]1[CH2:26][CH2:27][N:23]([C:18]2[CH:19]=[CH:20][C:21]([F:22])=[C:16]([F:15])[CH:17]=2)[C:24]1=[O:31])=[O:29]. The yield is 0.250. (3) The reactants are [NH:1]1[C:9]2[C:4](=[CH:5][CH:6]=[CH:7][CH:8]=2)[C:3]([C:10]([OH:12])=[O:11])=[N:2]1.S(Cl)(Cl)=O.[CH3:17]O. No catalyst specified. The product is [NH:1]1[C:9]2[C:4](=[CH:5][CH:6]=[CH:7][CH:8]=2)[C:3]([C:10]([O:12][CH3:17])=[O:11])=[N:2]1. The yield is 0.920. (4) The reactants are [Cl:1][C:2]1[N:7]=[C:6]([C:8]2[S:12][C:11]([C:13]([CH3:16])([CH3:15])[CH3:14])=[N:10][C:9]=2[C:17]2[CH:18]=[CH:19][C:20]([F:24])=[C:21]([CH:23]=2)[NH2:22])[CH:5]=[CH:4][N:3]=1.N1C=CC=CC=1.[F:31][C:32]1[CH:37]=[CH:36][CH:35]=[C:34]([F:38])[C:33]=1[S:39](Cl)(=[O:41])=[O:40]. The catalyst is C(Cl)Cl. The product is [Cl:1][C:2]1[N:7]=[C:6]([C:8]2[S:12][C:11]([C:13]([CH3:16])([CH3:15])[CH3:14])=[N:10][C:9]=2[C:17]2[CH:18]=[CH:19][C:20]([F:24])=[C:21]([NH:22][S:39]([C:33]3[C:34]([F:38])=[CH:35][CH:36]=[CH:37][C:32]=3[F:31])(=[O:41])=[O:40])[CH:23]=2)[CH:5]=[CH:4][N:3]=1. The yield is 0.622. (5) The reactants are [Cl:1][C:2]1[CH:3]=[N:4][N:5]([CH3:41])[C:6]=1[C:7]1[CH:8]=[C:9]([C:14]([NH:16][C@@H:17]([CH2:30][C:31]2[CH:36]=[CH:35][CH:34]=[CH:33][C:32]=2[C:37]([F:40])([F:39])[F:38])[CH2:18][N:19]2C(=O)C3C(=CC=CC=3)C2=O)=[O:15])[S:10][C:11]=1[CH2:12][CH3:13].NN. The catalyst is O1CCCC1.CO. The product is [NH2:19][CH2:18][C@@H:17]([NH:16][C:14]([C:9]1[S:10][C:11]([CH2:12][CH3:13])=[C:7]([C:6]2[N:5]([CH3:41])[N:4]=[CH:3][C:2]=2[Cl:1])[CH:8]=1)=[O:15])[CH2:30][C:31]1[CH:36]=[CH:35][CH:34]=[CH:33][C:32]=1[C:37]([F:40])([F:39])[F:38]. The yield is 0.570. (6) The reactants are [C:1]([O:5][CH:6]([C:10]1[C:15]([C:16]([F:19])([F:18])[F:17])=[CH:14][CH:13]=[C:12]([N:20]2[CH:24]=[CH:23][C:22]([C:25]3[CH:30]=[CH:29][CH:28]=[CH:27][CH:26]=3)=[N:21]2)[C:11]=1[C:31]1[CH:32]=[CH:33][C:34]2[O:39][CH2:38][CH2:37][CH2:36][C:35]=2[CH:40]=1)[C:7]([O-:9])=[O:8])([CH3:4])([CH3:3])[CH3:2].[OH-].[K+]. The yield is 0.550. The catalyst is C(O)C.O. The product is [C:1]([O:5][CH:6]([C:10]1[C:15]([C:16]([F:17])([F:19])[F:18])=[CH:14][CH:13]=[C:12]([N:20]2[CH:24]=[CH:23][C:22]([C:25]3[CH:30]=[CH:29][CH:28]=[CH:27][CH:26]=3)=[N:21]2)[C:11]=1[C:31]1[CH:32]=[CH:33][C:34]2[O:39][CH2:38][CH2:37][CH2:36][C:35]=2[CH:40]=1)[C:7]([OH:9])=[O:8])([CH3:4])([CH3:2])[CH3:3].